From a dataset of Forward reaction prediction with 1.9M reactions from USPTO patents (1976-2016). Predict the product of the given reaction. Given the reactants C(Cl)(=O)C(Cl)=O.CS(C)=O.[F:11][C:12]1[CH:17]=[CH:16][CH:15]=[C:14]([CH2:18][OH:19])[C:13]=1[CH2:20][OH:21].C(N(CC)CC)C, predict the reaction product. The product is: [F:11][C:12]1[CH:17]=[CH:16][CH:15]=[C:14]([CH:18]=[O:19])[C:13]=1[CH:20]=[O:21].